From a dataset of Full USPTO retrosynthesis dataset with 1.9M reactions from patents (1976-2016). Predict the reactants needed to synthesize the given product. (1) Given the product [CH3:1][C:2]1[N:3]=[C:4]([C:8]2[CH:9]=[CH:10][C:11]([S:14]([NH:17][CH2:18][CH2:19][C:20]([F:22])([F:21])[F:23])(=[O:16])=[O:15])=[CH:12][CH:13]=2)[S:5][CH:6]=1, predict the reactants needed to synthesize it. The reactants are: [CH3:1][C:2]1[N:3]=[CH:4][S:5][CH:6]=1.I[C:8]1[CH:13]=[CH:12][C:11]([S:14]([NH:17][CH2:18][CH2:19][C:20]([F:23])([F:22])[F:21])(=[O:16])=[O:15])=[CH:10][CH:9]=1.CN(C=O)C. (2) Given the product [Cl:35][C:30]1[CH:31]=[CH:32][CH:33]=[CH:34][C:29]=1[CH:28]([O:36][CH:37]1[CH2:40][N:39]([C:41]([NH:43][CH:44]([CH3:46])[CH3:45])=[O:42])[CH2:38]1)[C:27]1[CH:48]=[CH:49][CH:50]=[CH:51][C:26]=1[Cl:25], predict the reactants needed to synthesize it. The reactants are: Cl.ClC1C=CC=CC=1C(OC1CNC1)C1C=CC=CC=1Cl.[N-]=C=O.[Cl:25][C:26]1[CH:51]=[CH:50][CH:49]=[CH:48][C:27]=1[CH:28]([O:36][CH:37]1[CH2:40][N:39]([C:41]([NH:43][C:44](C)([CH3:46])[CH3:45])=[O:42])[CH2:38]1)[C:29]1[CH:34]=[CH:33][CH:32]=[CH:31][C:30]=1[Cl:35]. (3) Given the product [OH:9][CH2:8][C:5]1[CH:6]=[CH:7][C:2]([NH:1][C:38](=[O:34])[CH2:37][CH2:36][CH2:35][CH2:16][CH2:17][CH2:45][C:43]([O:42][CH3:41])=[O:44])=[CH:3][CH:4]=1, predict the reactants needed to synthesize it. The reactants are: [NH2:1][C:2]1[CH:7]=[CH:6][C:5]([CH2:8][OH:9])=[CH:4][CH:3]=1.Cl[Si](C)(C)C.[Cl-].[CH3:16][CH2:17]CC[N+](CCCC)(CCCC)CCCC.[F-].[O:34]1[CH2:38][CH2:37][CH2:36][CH2:35]1.Cl.C[CH2:41][O:42][C:43]([CH3:45])=[O:44]. (4) Given the product [CH:21]1([CH2:20][O:1][C:2]2[CH:3]=[CH:4][C:5]([C:6]([OH:8])=[O:7])=[CH:11][CH:12]=2)[CH2:24][CH2:23][CH2:22]1, predict the reactants needed to synthesize it. The reactants are: [OH:1][C:2]1[CH:12]=[CH:11][C:5]([C:6]([O:8]CC)=[O:7])=[CH:4][CH:3]=1.C(=O)([O-])[O-].[K+].[K+].Br[CH2:20][CH:21]1[CH2:24][CH2:23][CH2:22]1.[OH-].[Na+].Cl.